Dataset: CYP1A2 inhibition data for predicting drug metabolism from PubChem BioAssay. Task: Regression/Classification. Given a drug SMILES string, predict its absorption, distribution, metabolism, or excretion properties. Task type varies by dataset: regression for continuous measurements (e.g., permeability, clearance, half-life) or binary classification for categorical outcomes (e.g., BBB penetration, CYP inhibition). Dataset: cyp1a2_veith. (1) The compound is Cc1nc2cnc(Nc3ccccc3)nc2n(C)c1=O. The result is 1 (inhibitor). (2) The molecule is CCOc1ccc(CCNC(=O)C2CCN(S(=O)(=O)CC)CC2)cc1OCC. The result is 0 (non-inhibitor). (3) The compound is O=S(=O)(NCCO)c1ccc([Sb](=O)(O)O)cc1. The result is 0 (non-inhibitor). (4) The molecule is CCCOc1cccc(-c2cc(-c3n[nH]c(=S)n3CC)c3ccccc3n2)c1. The result is 1 (inhibitor). (5) The compound is Cc1csc(NC(=O)CNS(=O)(=O)c2cccs2)n1. The result is 1 (inhibitor).